This data is from Reaction yield outcomes from USPTO patents with 853,638 reactions. The task is: Predict the reaction yield, written as a fraction of the theoretical maximum amount of product (1.0 means a 100% yield; for example, 0.34 means a 34% yield). (1) The reactants are I[C:2]1[CH:3]=[C:4]([N:8]2[C:16](=[O:17])[C:15]3[CH:14]4[C:18]([CH3:20])([CH3:19])[C:11]([CH3:21])([CH2:12][CH2:13]4)[C:10]=3[N:9]2[CH3:22])[CH:5]=[CH:6][CH:7]=1.[CH3:23][O:24][C:25]1[CH:30]=[CH:29][CH:28]=[CH:27][C:26]=1B(O)O.C(=O)([O-])[O-].[K+].[K+]. The catalyst is C(COC)OC.ClCCl.C1C=CC(P(C2C=CC=CC=2)[C-]2C=CC=C2)=CC=1.C1C=CC(P(C2C=CC=CC=2)[C-]2C=CC=C2)=CC=1.Cl[Pd]Cl.[Fe+2]. The product is [CH3:23][O:24][C:25]1[CH:30]=[CH:29][CH:28]=[CH:27][C:26]=1[C:2]1[CH:7]=[CH:6][CH:5]=[C:4]([N:8]2[C:16](=[O:17])[C:15]3[C@@H:14]4[C:18]([CH3:19])([CH3:20])[C@@:11]([CH3:21])([CH2:12][CH2:13]4)[C:10]=3[N:9]2[CH3:22])[CH:3]=1. The yield is 0.100. (2) The reactants are CC[N+](S(N=C(OC)[O-])(=O)=O)(CC)CC.O[C:17]1([C:30]2[CH:35]=[CH:34][C:33]([CH2:36][O:37][C:38]3[C:47]4[C:42](=[CH:43][CH:44]=[CH:45][CH:46]=4)[C:41]4=[N:48][N:49]=[C:50]([C:51]5[CH:55]=[C:54]([CH3:56])[O:53][N:52]=5)[N:40]4[N:39]=3)=[CH:32][N:31]=2)[CH2:22][CH2:21][N:20]([C:23]([O:25][C:26]([CH3:29])([CH3:28])[CH3:27])=[O:24])[CH2:19][CH2:18]1. The catalyst is ClCCCl. The product is [CH3:56][C:54]1[O:53][N:52]=[C:51]([C:50]2[N:40]3[N:39]=[C:38]([O:37][CH2:36][C:33]4[CH:34]=[CH:35][C:30]([C:17]5[CH2:22][CH2:21][N:20]([C:23]([O:25][C:26]([CH3:29])([CH3:28])[CH3:27])=[O:24])[CH2:19][CH:18]=5)=[N:31][CH:32]=4)[C:47]4[C:42]([C:41]3=[N:48][N:49]=2)=[CH:43][CH:44]=[CH:45][CH:46]=4)[CH:55]=1. The yield is 0.990.